Task: Predict the reaction yield, written as a fraction of the theoretical maximum amount of product (1.0 means a 100% yield; for example, 0.34 means a 34% yield).. Dataset: Reaction yield outcomes from USPTO patents with 853,638 reactions (1) The reactants are C([O:3][C:4]([C:6]1[CH:7]=[N:8][C:9]2[C:14]([C:15]=1[OH:16])=[CH:13][CH:12]=[CH:11][CH:10]=2)=[O:5])C. The catalyst is [OH-].[Na+]. The product is [O:16]=[C:15]1[C:14]2[C:9](=[CH:10][CH:11]=[CH:12][CH:13]=2)[NH:8][CH:7]=[C:6]1[C:4]([OH:5])=[O:3]. The yield is 0.920. (2) The reactants are [OH-:1].[Na+].BrBr.Br[O-].[N+:7]([C:10]1[CH:15]=[CH:14][C:13]([C:16]23[CH2:24][CH:20]4[CH2:21][CH:22]([CH2:23]2)[C:18]([C:25](=[O:27])C)([CH2:19]4)[CH2:17]3)=[CH:12][CH:11]=1)([O-:9])=[O:8].Cl. The catalyst is O1CCOCC1.O. The product is [N+:7]([C:10]1[CH:15]=[CH:14][C:13]([C:16]23[CH2:24][CH:20]4[CH2:21][CH:22]([CH2:23]2)[C:18]([C:25]([OH:1])=[O:27])([CH2:19]4)[CH2:17]3)=[CH:12][CH:11]=1)([O-:9])=[O:8]. The yield is 0.750. (3) The reactants are [Cl:1][C:2]1[CH:7]=[CH:6][CH:5]=[CH:4][C:3]=1[C:8]1[C:12]([C:13]([O:15][CH3:16])=[O:14])=[CH:11][NH:10][N:9]=1.[CH3:17][C:18]1[C:19](B2OC(C)(C)C(C)(C)O2)=[CH:20][C:21]([NH:24][C:25](=[O:27])[CH3:26])=[N:22][CH:23]=1.N1C=CC=CC=1. The catalyst is CN(C=O)C. The yield is 0.600. The product is [C:25]([NH:24][C:21]1[CH:20]=[C:19]([N:10]2[CH:11]=[C:12]([C:13]([O:15][CH3:16])=[O:14])[C:8]([C:3]3[CH:4]=[CH:5][CH:6]=[CH:7][C:2]=3[Cl:1])=[N:9]2)[C:18]([CH3:17])=[CH:23][N:22]=1)(=[O:27])[CH3:26]. (4) The catalyst is O1CCCC1.O. The product is [OH:13][CH2:12][CH:10]1[CH2:11][N:8]([C:1]([O:3][C:4]([CH3:7])([CH3:6])[CH3:5])=[O:2])[CH2:9]1. The reactants are [C:1]([N:8]1[CH2:11][CH:10]([C:12](O)=[O:13])[CH2:9]1)([O:3][C:4]([CH3:7])([CH3:6])[CH3:5])=[O:2].CN1CCOCC1.ClC(OCC)=O.[BH4-].[Na+]. The yield is 0.660. (5) The reactants are [O:1]=[C:2]1[C:10]2[C:5](=[CH:6][CH:7]=[CH:8][CH:9]=2)[C:4](=[O:11])[N:3]1[CH2:12][CH2:13][CH2:14][C@H:15]1[C:19](=O)[O:18][CH2:17][N:16]1[C:21]([O:23][CH2:24][C:25]1[CH:30]=[CH:29][CH:28]=[CH:27][CH:26]=1)=[O:22].[SiH](CC)(CC)CC.ClC(OC(C)(C)C)=O.Cl. The catalyst is C(Cl)Cl. The product is [O:11]=[C:4]1[C:5]2[C:10](=[CH:9][CH:8]=[CH:7][CH:6]=2)[C:2](=[O:1])[N:3]1[CH2:12][CH2:13][CH2:14][C@H:15]([N:16]([CH3:17])[C:21](=[O:22])[O:23][CH2:24][C:25]1[CH:26]=[CH:27][CH:28]=[CH:29][CH:30]=1)[CH2:19][OH:18]. The yield is 0.450. (6) The reactants are [O-]Cl.[Na+].[CH3:4][C:5]1[C:13]([CH2:14][N:15]2[CH:19]=[CH:18][N:17]=[C:16]2[CH3:20])=[C:12]([CH3:21])[CH:11]=[C:10]([CH3:22])[C:6]=1[CH:7]=[N:8][OH:9]. The catalyst is C(Cl)Cl. The product is [CH3:4][C:5]1[C:13]([CH2:14][N:15]2[CH:19]=[CH:18][N:17]=[C:16]2[CH3:20])=[C:12]([CH3:21])[CH:11]=[C:10]([CH3:22])[C:6]=1[C:7]#[N+:8][O-:9]. The yield is 0.610. (7) The reactants are [CH2:1]([N:8]1[C:12]([NH2:13])=[CH:11][CH:10]=[N:9]1)[C:2]1[CH:7]=[CH:6][CH:5]=[CH:4][CH:3]=1.C([C:17]1[CH:22]=[CH:21][C:20]([O:23]B(O)O)=[CH:19][CH:18]=1)(C)C.N1C=C[CH:30]=[CH:29][CH:28]=1. The catalyst is O1CCCC1.C(OCC)(=O)C.C([O-])(=O)C.[Cu+2].C([O-])(=O)C. The product is [CH2:1]([N:8]1[C:12]([NH:13][C:17]2[CH:18]=[CH:19][C:20]([O:23][CH:29]([CH3:30])[CH3:28])=[CH:21][CH:22]=2)=[CH:11][CH:10]=[N:9]1)[C:2]1[CH:3]=[CH:4][CH:5]=[CH:6][CH:7]=1. The yield is 0.260. (8) The reactants are O[N:2]1[C:6]2[CH:7]=CC=[CH:10][C:5]=2N=N1.C(N)(CC)C.Cl.C(N=C=NCCCN(C)C)C.[Br:28][C:29]1[CH:30]=[CH:31][C:32]([Cl:48])=[C:33]([C:35]2[C:44]3[C:39](=[CH:40][CH:41]=[CH:42][CH:43]=3)[CH:38]=[C:37]([C:45](O)=[O:46])[N:36]=2)[CH:34]=1. The catalyst is CN(C)C=O.C(N(CC)CC)C. The product is [Br:28][C:29]1[CH:30]=[CH:31][C:32]([Cl:48])=[C:33]([C:35]2[C:44]3[C:39](=[CH:40][CH:41]=[CH:42][CH:43]=3)[CH:38]=[C:37]([C:45]([NH:2][CH:6]([CH3:7])[CH2:5][CH3:10])=[O:46])[N:36]=2)[CH:34]=1. The yield is 0.970. (9) The reactants are [C:1]([C:4]1[CH:11]=[CH:10][C:7]([CH:8]=[O:9])=[CH:6][CH:5]=1)([OH:3])=O.CN(C(ON1N=NC2C=CC=NC1=2)=[N+](C)C)C.F[P-](F)(F)(F)(F)F.[NH2:36][CH2:37][CH2:38][N:39]1[CH2:44][CH2:43][CH:42]([O:45][C:46](=[O:60])[NH:47][C:48]2[CH:53]=[CH:52][CH:51]=[CH:50][C:49]=2[C:54]2[CH:59]=[CH:58][CH:57]=[CH:56][CH:55]=2)[CH2:41][CH2:40]1.CCN(C(C)C)C(C)C. The catalyst is C(Cl)Cl. The product is [CH:8]([C:7]1[CH:10]=[CH:11][C:4]([C:1]([NH:36][CH2:37][CH2:38][N:39]2[CH2:44][CH2:43][CH:42]([O:45][C:46](=[O:60])[NH:47][C:48]3[CH:53]=[CH:52][CH:51]=[CH:50][C:49]=3[C:54]3[CH:59]=[CH:58][CH:57]=[CH:56][CH:55]=3)[CH2:41][CH2:40]2)=[O:3])=[CH:5][CH:6]=1)=[O:9]. The yield is 0.920. (10) The reactants are [NH2:1][C:2]1[N:7]=[C:6]2[S:8][CH:9]=[CH:10][C:5]2=[CH:4][C:3]=1[C:11]#N.[OH-:13].[Na+].[OH2:15]. The catalyst is S(=O)(=O)(O)O. The product is [NH2:1][C:2]1[N:7]=[C:6]2[S:8][CH:9]=[CH:10][C:5]2=[CH:4][C:3]=1[C:11]([OH:15])=[O:13]. The yield is 0.560.